From a dataset of CYP2D6 inhibition data for predicting drug metabolism from PubChem BioAssay. Regression/Classification. Given a drug SMILES string, predict its absorption, distribution, metabolism, or excretion properties. Task type varies by dataset: regression for continuous measurements (e.g., permeability, clearance, half-life) or binary classification for categorical outcomes (e.g., BBB penetration, CYP inhibition). Dataset: cyp2d6_veith. (1) The compound is CC(C)N(CC(=O)O)CC(=O)O. The result is 0 (non-inhibitor). (2) The drug is Cc1nccc2c1[nH]c1ccccc12. The result is 1 (inhibitor). (3) The compound is O=S(=O)(c1ccc(F)cc1)N1CC2CCCN2c2ccc(C(F)(F)F)cc21. The result is 0 (non-inhibitor). (4) The molecule is CN(C)Cc1ccccc1-c1cncnc1NCc1cccs1. The result is 1 (inhibitor).